This data is from Experimentally validated miRNA-target interactions with 360,000+ pairs, plus equal number of negative samples. The task is: Binary Classification. Given a miRNA mature sequence and a target amino acid sequence, predict their likelihood of interaction. (1) The miRNA is mmu-miR-129-5p with sequence CUUUUUGCGGUCUGGGCUUGC. The protein sequence of the target gene is MSNHEKMSTTDLMENLREELTCFICLDYFSSPVTTECGHSFCLMCLLKSWEEHNTPLSCPECWRTLGAPHFQANERLGRLANIGRQLRSQVLQSEDEQSICGRMPGPSWVFSDDEQSVINVSPPSQGTNKACFSSEAEEQHKEKLQDIINILRKKKKEVQAILNHEKERVMLCKEETKTCKQVVVSEYMKMHQFLKEEEQLQLQLLEREEKANMKKLRENEIQLTQQIRRLGKMIGRIESTCQNLTLESFEEVKGAMDRYESLLFQSPETTITELSLCHITGMREMLRKFSTDITLDPAT.... Result: 1 (interaction). (2) The miRNA is cel-miR-62 with sequence UGAUAUGUAAUCUAGCUUACAG. The protein sequence of the target gene is MIATGGVITGLAALKRQDSARSQQHVNLSPSPATQEKKPIRRRPRADVVVVRGKIRLYSPSGFFLILGVLISIIGIAMAVLGYWPQKEHFIDAETTLSTNETQVIRNEGGVVVRFFEQHLHSDKMKMLGPFTMGIGIFIFICANAILHENRDKETKIIHMRDIYSTVIDIHTLRIKEQRQMNGMYTGLMGETEVKQNGSSCASRLAANTIASFSGFRSSFRMDSSVEEDELMLNEGKSSGHLMPPLLSDSSVSVFGLYPPPSKTTDDKTSGSKKCETKSIVSSSISAFTLPVIKLNNCVI.... Result: 0 (no interaction). (3) The miRNA is hsa-miR-3622b-5p with sequence AGGCAUGGGAGGUCAGGUGA. The protein sequence of the target gene is MSSAPRSPTPRPRRMKKDESFLGKLGGTLARKRRAREVSDLQEEGKNAINSPMSPALVDVHPEDTQLEENEERTMIDPTSKEDPKFKELVKVLLDWINDVLVEERIIVKQLEEDLYDGQVLQKLLEKLAGCKLNVAEVTQSEIGQKQKLQTVLEAVHDLLRPRGWALRWSVDSIHGKNLVAILHLLVSLAMHFRAPIRLPEHVTVQVVVVRKREGLLHSSHISEELTTTTEMMMGRFERDAFDTLFDHAPDKLSVVKKSLITFVNKHLNKLNLEVTELETQFADGVYLVLLMGLLEDYFV.... Result: 1 (interaction). (4) The miRNA is mmu-miR-669f-3p with sequence CAUAUACAUACACACACACGUAU. The protein sequence of the target gene is MATVIPGDLSEVRDTQKAPSGKRKRGESKPRKNFPCQLCDKAFNSVEKLKVHSFSHTGERPYKCTHQDCTKAFVSKYKLQRHMATHSPEKTHKCNYCEKMFHRKDHLKNHLHTHDPNKETFKCEECGKSYNTKLGFKRHLALHAATSGDLTCKVCLQNFESTGVLLEHLKSHAGKSSGGVKEKKHQCEHCERRFYTRKDVRRHMVVHTGRKDFLCQYCAQRFGRKDHLTRHMKKSHNQELLKVKTEPVDFLDPFTCNMSVPIKDELLPVMSLPSSELLSKPFTNTLQLNLYNTPFQSMQS.... Result: 1 (interaction).